Dataset: Peptide-MHC class II binding affinity with 134,281 pairs from IEDB. Task: Regression. Given a peptide amino acid sequence and an MHC pseudo amino acid sequence, predict their binding affinity value. This is MHC class II binding data. The peptide sequence is SQTTANPSCPEGT. The MHC is DRB1_1501 with pseudo-sequence DRB1_1501. The binding affinity (normalized) is 0.